From a dataset of Forward reaction prediction with 1.9M reactions from USPTO patents (1976-2016). Predict the product of the given reaction. Given the reactants [Cl:1][C:2]1[CH:3]=[C:4]([C:8]2[C:17]3[C:12](=[CH:13][CH:14]=[C:15]([C:18]([C:26]4[CH:27]=[N:28][C:29]([Cl:32])=[CH:30][CH:31]=4)([OH:25])[C:19]4[N:20]([CH3:24])[CH:21]=[N:22][CH:23]=4)[CH:16]=3)[NH:11][C:10](=[O:33])[CH:9]=2)[CH:5]=[CH:6][CH:7]=1.[OH-].[Na+].[CH3:36]I, predict the reaction product. The product is: [Cl:1][C:2]1[CH:3]=[C:4]([C:8]2[C:17]3[C:12](=[CH:13][CH:14]=[C:15]([C:18]([C:26]4[CH:27]=[N:28][C:29]([Cl:32])=[CH:30][CH:31]=4)([OH:25])[C:19]4[N:20]([CH3:24])[CH:21]=[N:22][CH:23]=4)[CH:16]=3)[N:11]([CH3:36])[C:10](=[O:33])[CH:9]=2)[CH:5]=[CH:6][CH:7]=1.